The task is: Regression/Classification. Given a drug SMILES string, predict its absorption, distribution, metabolism, or excretion properties. Task type varies by dataset: regression for continuous measurements (e.g., permeability, clearance, half-life) or binary classification for categorical outcomes (e.g., BBB penetration, CYP inhibition). For this dataset (caco2_wang), we predict Y.. This data is from Caco-2 cell permeability data measuring drug intestinal absorption for ~900 compounds. (1) The compound is COc1ccc2c(O[C@@H]3C[C@H]4C(=O)N[C@]5(C(=O)NS(=O)(=O)C6CC6)C[C@H]5/C=C\CCCCN(C)C(=O)[C@@H]4C3)nc(-c3ccc(F)cc3)nc2c1C. The Y is -4.49 log Papp (cm/s). (2) The compound is C[C@H]1C[C@H](C)C(=O)[C@H]([C@H](O)CC2CC(=O)NC(=O)C2)C1. The Y is -4.84 log Papp (cm/s). (3) The drug is CCCCCCCCCC(=O)Nc1ccc(S(=O)(=O)Nc2nncs2)cc1. The Y is -5.46 log Papp (cm/s). (4) The drug is C[C@H]1C[C@@]2(C)C(=CC(=O)[C@@H]3[C@]4(C)CC[C@@H](O)[C@@](C)(C(=O)O)[C@H]4CC[C@]32C)[C@@H]2[C@@H](C)[C@H](C)CC[C@H]12. The Y is -5.80 log Papp (cm/s). (5) The compound is COc1ccc(-c2oc3cc(O)cc(O)c3c(=O)c2O)cc1. The Y is -5.19 log Papp (cm/s). (6) The molecule is O=C(Nc1ccc(OC(F)(F)Cl)cc1)c1ccnn1CCc1ccncc1. The Y is -5.33 log Papp (cm/s). (7) The drug is CCCCC(C)OC(=O)COc1ccc(C(=O)CN2CCN(C3CCNCC3)CC2=O)cc1. The Y is -5.29 log Papp (cm/s).